Dataset: Reaction yield outcomes from USPTO patents with 853,638 reactions. Task: Predict the reaction yield, written as a fraction of the theoretical maximum amount of product (1.0 means a 100% yield; for example, 0.34 means a 34% yield). (1) The reactants are [CH:1]1[C:13]2[NH:12][C:11]3[C:6](=[CH:7][CH:8]=[CH:9][CH:10]=3)[C:5]=2[CH:4]=[CH:3][CH:2]=1.[Br:14]N1C(=O)CCC1=O.O. The catalyst is CCOCC.C([O-])(=O)C. The product is [Br:14][C:3]1[CH:2]=[CH:1][C:13]2[NH:12][C:11]3[C:6]([C:5]=2[CH:4]=1)=[CH:7][CH:8]=[CH:9][CH:10]=3. The yield is 0.670. (2) The reactants are [N:1]1([C:18]([O:20][C:21]([CH3:24])([CH3:23])[CH3:22])=[O:19])[CH2:6][CH2:5][N:4]([C:7]([O:9][C:10]([CH3:13])([CH3:12])[CH3:11])=[O:8])[CH2:3][CH:2]1C(OC)=O.C[Mg]Br. The catalyst is C1COCC1. The product is [OH:9][C:10]([CH:2]1[CH2:3][N:4]([C:7]([O:9][C:10]([CH3:13])([CH3:11])[CH3:12])=[O:8])[CH2:5][CH2:6][N:1]1[C:18]([O:20][C:21]([CH3:23])([CH3:22])[CH3:24])=[O:19])([CH3:12])[CH3:11]. The yield is 0.480. (3) The reactants are [Si](O[CH2:9][C:10]1[CH:19]=[CH:18][C:13]([C:14]([O:16][CH3:17])=[O:15])=[CH:12][C:11]=1[N:20]([CH:22]=[O:23])[CH3:21])(C(C)(C)C)(C)C.C(N(CC)CC)C.CS(Cl)(=O)=O.[CH2:36]([O:40][C:41]1[N:49]=[C:48]2[C:44]([N:45]=[C:46]([O:57][CH3:58])[N:47]2[CH2:50][CH:51]2[CH2:56][CH2:55][CH2:54][NH:53][CH2:52]2)=[C:43]([NH2:59])[N:42]=1)[CH2:37][CH2:38][CH3:39].C(=O)([O-])[O-].[K+].[K+]. The catalyst is C(O)(=O)C.O.O1CCCC1.CN(C)C=O. The product is [NH2:59][C:43]1[N:42]=[C:41]([O:40][CH2:36][CH2:37][CH2:38][CH3:39])[N:49]=[C:48]2[C:44]=1[N:45]=[C:46]([O:57][CH3:58])[N:47]2[CH2:50][CH:51]1[CH2:56][CH2:55][CH2:54][N:53]([CH2:9][C:10]2[CH:19]=[CH:18][C:13]([C:14]([O:16][CH3:17])=[O:15])=[CH:12][C:11]=2[N:20]([CH:22]=[O:23])[CH3:21])[CH2:52]1. The yield is 0.800. (4) The reactants are [CH2:1]([O:3][C:4](=[O:18])[CH2:5][CH:6]1[O:10][B:9]([OH:11])[C:8]2[CH:12]=[C:13]([OH:17])[CH:14]=[C:15]([F:16])[C:7]1=2)[CH3:2].C(=O)([O-])[O-].[Cs+].[Cs+].Cl[C:26]1[CH:31]=[N:30][CH:29]=[CH:28][N:27]=1. The catalyst is CN(C=O)C. The product is [CH2:1]([O:3][C:4](=[O:18])[CH2:5][CH:6]1[O:10][B:9]([OH:11])[C:8]2[CH:12]=[C:13]([O:17][C:26]3[CH:31]=[N:30][CH:29]=[CH:28][N:27]=3)[CH:14]=[C:15]([F:16])[C:7]1=2)[CH3:2]. The yield is 0.767. (5) The reactants are [CH3:1][C:2]1[C:6]([CH2:7][N:8]2[CH:12]=[C:11]([N:13]3[C:17](=[O:18])[C:16]([CH3:20])([CH3:19])[NH:15][C:14]3=[O:21])[CH:10]=[N:9]2)=[C:5]([CH3:22])[O:4][N:3]=1.Cl[CH2:24][C:25]1[CH:32]=[CH:31][C:28]([C:29]#[N:30])=[CH:27][CH:26]=1.C(=O)([O-])[O-].[Cs+].[Cs+]. The catalyst is CN(C)C=O. The product is [CH3:1][C:2]1[C:6]([CH2:7][N:8]2[CH:12]=[C:11]([N:13]3[C:17](=[O:18])[C:16]([CH3:19])([CH3:20])[N:15]([CH2:24][C:25]4[CH:32]=[CH:31][C:28]([C:29]#[N:30])=[CH:27][CH:26]=4)[C:14]3=[O:21])[CH:10]=[N:9]2)=[C:5]([CH3:22])[O:4][N:3]=1. The yield is 0.300. (6) The reactants are [Br:1][C:2]1[CH:3]=[CH:4][C:5]([F:23])=[C:6]([C@@:8]([NH:15][C:16](=[O:22])[O:17][C:18]([CH3:21])([CH3:20])[CH3:19])([CH:10]([OH:14])[CH2:11][CH:12]=[CH2:13])[CH3:9])[CH:7]=1.N1C=CC=CC=1.[S:30](Cl)(Cl)=[O:31]. The catalyst is C(Cl)Cl. The product is [CH2:11]([CH:10]1[O:14][S:30](=[O:31])[N:15]([C:16]([O:17][C:18]([CH3:21])([CH3:20])[CH3:19])=[O:22])[C@@:8]1([C:6]1[CH:7]=[C:2]([Br:1])[CH:3]=[CH:4][C:5]=1[F:23])[CH3:9])[CH:12]=[CH2:13]. The yield is 0.910. (7) The reactants are [Cl:1][C:2]1[CH:3]=[C:4]([N+:9]([O-:11])=[O:10])[CH:5]=[C:6]([CH3:8])[CH:7]=1.C1C(=O)N([Br:19])C(=O)C1. The catalyst is C(Cl)(Cl)(Cl)Cl.C(OOC(=O)C1C=CC=CC=1)(=O)C1C=CC=CC=1. The product is [Cl:1][C:2]1[CH:3]=[C:4]([N+:9]([O-:11])=[O:10])[CH:5]=[C:6]([CH:7]=1)[CH2:8][Br:19]. The yield is 0.270. (8) The reactants are [C:1]([O:5][CH2:6][C:7]1[CH:12]=[CH:11][CH:10]=[CH:9][CH:8]=1)(=[O:4])[CH:2]=[CH2:3].C(N([CH2:18][CH3:19])CC)C.ClCCl.[C:23]([O:26][CH2:27][CH3:28])(=[O:25])[CH3:24]. The catalyst is C1(P([C-]2C=CC=C2)C2C=CC=CC=2)C=CC=CC=1.[C-]1(P(C2C=CC=CC=2)C2C=CC=CC=2)C=CC=C1.[Fe+2]. The product is [CH2:6]([O:5][C:1](=[O:4])/[CH:2]=[CH:3]/[C:9]1[CH:8]=[CH:7][CH:6]=[C:18]([CH3:19])[C:24]=1[C:23]([O:26][CH2:27][CH3:28])=[O:25])[C:7]1[CH:12]=[CH:11][CH:10]=[CH:9][CH:8]=1. The yield is 0.330. (9) The reactants are Br[CH2:2][C:3]1[CH:8]=[CH:7][CH:6]=[C:5]([N+:9]([O-:11])=[O:10])[CH:4]=1.[NH:12]1[CH2:16][CH2:15][CH2:14][CH2:13]1.C(N(CC)CC)C.O. The catalyst is C1COCC1. The product is [N+:9]([C:5]1[CH:4]=[C:3]([CH:8]=[CH:7][CH:6]=1)[CH2:2][N:12]1[CH2:16][CH2:15][CH2:14][CH2:13]1)([O-:11])=[O:10]. The yield is 0.940. (10) The reactants are [Cl:1][C:2]1[CH:3]=[CH:4][C:5]([O:10][CH:11]([F:13])[F:12])=[C:6]([CH:9]=1)[CH:7]=[O:8].[CH:14]([Mg]Br)=[CH2:15]. The catalyst is C1COCC1. The product is [Cl:1][C:2]1[CH:3]=[CH:4][C:5]([O:10][CH:11]([F:12])[F:13])=[C:6]([CH:7]([OH:8])[CH:14]=[CH2:15])[CH:9]=1. The yield is 1.03.